This data is from Full USPTO retrosynthesis dataset with 1.9M reactions from patents (1976-2016). The task is: Predict the reactants needed to synthesize the given product. (1) The reactants are: C(N(CC)CC)C.[CH:8]([C:10]1[C:18]2[C:13](=[CH:14][CH:15]=[CH:16][CH:17]=2)[N:12](C(OC(C)(C)C)=O)[CH:11]=1)=[O:9].[CH3:26][O:27][C:28]1[CH:29]=[C:30]([CH:41]=[CH:42][CH:43]=1)[N:31]=[CH:32][C:33]1[CH:34]=[N:35][CH:36]=[C:37]([O:39][CH3:40])[CH:38]=1. Given the product [NH:12]1[C:13]2[C:18](=[CH:17][CH:16]=[CH:15][CH:14]=2)[C:10]([C:8](=[O:9])[CH:32]([NH:31][C:30]2[CH:41]=[CH:42][CH:43]=[C:28]([O:27][CH3:26])[CH:29]=2)[C:33]2[CH:34]=[N:35][CH:36]=[C:37]([O:39][CH3:40])[CH:38]=2)=[CH:11]1, predict the reactants needed to synthesize it. (2) Given the product [Br-:23].[CH2:24]([N+:1]12[CH2:6][CH2:5][C:4]([C:9]([OH:10])([C:17]3[CH:22]=[CH:21][CH:20]=[CH:19][CH:18]=3)[C:11]3[CH:12]=[CH:13][CH:14]=[CH:15][CH:16]=3)([CH2:3][CH2:2]1)[CH2:7][CH2:8]2)[CH2:25][CH2:26][CH3:27], predict the reactants needed to synthesize it. The reactants are: [N:1]12[CH2:8][CH2:7][C:4]([C:9]([C:17]3[CH:22]=[CH:21][CH:20]=[CH:19][CH:18]=3)([C:11]3[CH:16]=[CH:15][CH:14]=[CH:13][CH:12]=3)[OH:10])([CH2:5][CH2:6]1)[CH2:3][CH2:2]2.[Br:23][CH2:24][CH2:25][CH2:26][CH3:27]. (3) Given the product [CH2:16]([NH:19][C:20]1[N:21]=[C:22]([NH:30][C:1]([N:31]2[CH2:35][CH2:34][CH2:33][CH2:32]2)=[O:5])[C:23]2[S:28][CH:27]=[C:26]([CH3:29])[C:24]=2[N:25]=1)[CH:17]=[CH2:18], predict the reactants needed to synthesize it. The reactants are: [C:1]([O:5]C(OC(OC(C)(C)C)=O)=O)(C)(C)C.[CH2:16]([NH:19][C:20]1[N:21]=[C:22]([NH2:30])[C:23]2[S:28][CH:27]=[C:26]([CH3:29])[C:24]=2[N:25]=1)[CH:17]=[CH2:18].[NH:31]1[CH2:35][CH2:34][CH2:33][CH2:32]1.C(OCC)(=O)C.CCCCCC. (4) Given the product [CH:19]([C:21]1[CH:29]=[CH:28][C:24]([C:25]([NH:7][C:6]2[CH:8]=[CH:9][C:3]([C:2]([F:10])([F:11])[F:1])=[CH:4][CH:5]=2)=[O:26])=[CH:23][CH:22]=1)=[O:20], predict the reactants needed to synthesize it. The reactants are: [F:1][C:2]([F:11])([F:10])[C:3]1[CH:9]=[CH:8][C:6]([NH2:7])=[CH:5][CH:4]=1.C(N(CC)CC)C.[CH:19]([C:21]1[CH:29]=[CH:28][C:24]([C:25](Cl)=[O:26])=[CH:23][CH:22]=1)=[O:20]. (5) Given the product [C:1]([C:5]1[N:9]([CH2:10][CH:11]2[CH2:16][CH2:15][O:14][CH2:13][CH2:12]2)[C:8]2[CH:17]=[CH:18][C:19]([NH:21][CH2:22][CH3:23])=[CH:20][C:7]=2[N:6]=1)([CH3:4])([CH3:2])[CH3:3], predict the reactants needed to synthesize it. The reactants are: [C:1]([C:5]1[N:9]([CH2:10][CH:11]2[CH2:16][CH2:15][O:14][CH2:13][CH2:12]2)[C:8]2[CH:17]=[CH:18][C:19]([N:21](CC)[C:22](=O)[CH3:23])=[CH:20][C:7]=2[N:6]=1)([CH3:4])([CH3:3])[CH3:2].